From a dataset of Forward reaction prediction with 1.9M reactions from USPTO patents (1976-2016). Predict the product of the given reaction. (1) Given the reactants [C:1](Cl)(Cl)=[O:2].[CH3:5][O:6][CH2:7][C@H:8]([N:10]1[CH2:14][CH2:13][NH:12][C:11]1=[O:15])[CH3:9].N1C=CC=CC=1.[CH3:22][N:23]1[CH:27]=[C:26]([C:28]2[CH:33]=[C:32]([O:34][C:35]3[CH:36]=[CH:37][C:38]([NH2:41])=[N:39][CH:40]=3)[CH:31]=[CH:30][N:29]=2)[CH:25]=[N:24]1, predict the reaction product. The product is: [CH3:5][O:6][CH2:7][C@H:8]([N:10]1[CH2:14][CH2:13][N:12]([C:11]([NH:41][C:38]2[CH:37]=[CH:36][C:35]([O:34][C:32]3[CH:31]=[CH:30][N:29]=[C:28]([C:26]4[CH:25]=[N:24][N:23]([CH3:22])[CH:27]=4)[CH:33]=3)=[CH:40][N:39]=2)=[O:15])[C:1]1=[O:2])[CH3:9]. (2) Given the reactants F[P-](F)(F)(F)(F)F.N1(OC(N(C)C)=[N+](C)C)C2N=CC=CC=2N=N1.[C:25]([O:29][C:30]([NH:32][C:33]1([C:48]([OH:50])=O)[CH2:38][CH2:37][N:36]([C:39]2[C:40]3[CH:47]=[CH:46][NH:45][C:41]=3[N:42]=[CH:43][N:44]=2)[CH2:35][CH2:34]1)=[O:31])([CH3:28])([CH3:27])[CH3:26].C(N(CC)C(C)C)(C)C.[Cl:60][C:61]1[CH:66]=[CH:65][C:64]([CH:67]([NH2:72])[CH2:68][CH2:69][NH:70][CH3:71])=[CH:63][CH:62]=1, predict the reaction product. The product is: [Cl:60][C:61]1[CH:62]=[CH:63][C:64]([CH:67]([NH:72][C:48]([C:33]2([NH:32][C:30](=[O:31])[O:29][C:25]([CH3:28])([CH3:26])[CH3:27])[CH2:34][CH2:35][N:36]([C:39]3[C:40]4[CH:47]=[CH:46][NH:45][C:41]=4[N:42]=[CH:43][N:44]=3)[CH2:37][CH2:38]2)=[O:50])[CH2:68][CH2:69][NH:70][CH3:71])=[CH:65][CH:66]=1. (3) Given the reactants [CH3:1][O:2][C:3](=[O:43])[C@@H:4]([NH:16][C:17](=[O:42])[CH:18]([NH2:41])[CH2:19][CH2:20][CH2:21][CH2:22][NH:23][C:24]([O:26][CH2:27][CH:28]1[C:40]2[CH:39]=[CH:38][CH:37]=[CH:36][C:35]=2[C:34]2[C:29]1=[CH:30][CH:31]=[CH:32][CH:33]=2)=[O:25])[CH2:5][C:6]1[CH:15]=[CH:14][C:13]2[C:8](=[CH:9][CH:10]=[CH:11][CH:12]=2)[CH:7]=1.C([O-])(=O)C.[Na+].[O:49]([C:56]1[CH:63]=[CH:62][C:59]([CH:60]=O)=[CH:58][CH:57]=1)[C:50]1[CH:55]=[CH:54][CH:53]=[CH:52][CH:51]=1.C([BH3-])#N.[Na+], predict the reaction product. The product is: [CH3:1][O:2][C:3](=[O:43])[C@@H:4]([NH:16][C:17](=[O:42])[C@@H:18]([NH:41][CH2:60][C:59]1[CH:62]=[CH:63][C:56]([O:49][C:50]2[CH:51]=[CH:52][CH:53]=[CH:54][CH:55]=2)=[CH:57][CH:58]=1)[CH2:19][CH2:20][CH2:21][CH2:22][NH:23][C:24]([O:26][CH2:27][CH:28]1[C:40]2[CH:39]=[CH:38][CH:37]=[CH:36][C:35]=2[C:34]2[C:29]1=[CH:30][CH:31]=[CH:32][CH:33]=2)=[O:25])[CH2:5][C:6]1[CH:15]=[CH:14][C:13]2[C:8](=[CH:9][CH:10]=[CH:11][CH:12]=2)[CH:7]=1. (4) The product is: [Cl:16][C:10]1[CH:11]=[CH:12][CH:13]=[C:14]([Cl:15])[C:9]=1[CH2:8][C:6]1[N:7]=[C:2]([NH:26][CH2:27][CH:28]([OH:31])[CH2:29][OH:30])[N:3]=[C:4]([NH:17][C:18]2[CH:25]=[CH:24][C:21]([C:22]#[N:23])=[CH:20][CH:19]=2)[N:5]=1. Given the reactants Cl[C:2]1[N:7]=[C:6]([CH2:8][C:9]2[C:14]([Cl:15])=[CH:13][CH:12]=[CH:11][C:10]=2[Cl:16])[N:5]=[C:4]([NH:17][C:18]2[CH:25]=[CH:24][C:21]([C:22]#[N:23])=[CH:20][CH:19]=2)[N:3]=1.[NH2:26][CH2:27][CH:28]([OH:31])[CH2:29][OH:30], predict the reaction product.